Dataset: Reaction yield outcomes from USPTO patents with 853,638 reactions. Task: Predict the reaction yield, written as a fraction of the theoretical maximum amount of product (1.0 means a 100% yield; for example, 0.34 means a 34% yield). (1) The reactants are [O:1]([C:8]1[CH:9]=[C:10]([NH:14][CH2:15][C:16]2[CH:21]=[CH:20][CH:19]=[C:18]([OH:22])[CH:17]=2)[CH:11]=[CH:12][CH:13]=1)[C:2]1[CH:7]=[CH:6][CH:5]=[CH:4][CH:3]=1.[F:23][C:24]([F:29])([F:28])[CH:25]1[O:27][CH2:26]1. No catalyst specified. The product is [O:1]([C:8]1[CH:9]=[C:10]([N:14]([CH2:15][C:16]2[CH:21]=[CH:20][CH:19]=[C:18]([O:22][CH2:26][CH:25]([OH:27])[C:24]([F:29])([F:28])[F:23])[CH:17]=2)[CH2:26][CH:25]([OH:27])[C:24]([F:29])([F:28])[F:23])[CH:11]=[CH:12][CH:13]=1)[C:2]1[CH:3]=[CH:4][CH:5]=[CH:6][CH:7]=1. The yield is 0.770. (2) The reactants are CS([Cl:5])(=O)=O.[Br:6][C:7]1[CH:12]=[CH:11][C:10]([CH2:13]O)=[C:9]([CH3:15])[CH:8]=1.C(N(CC)CC)C.O. The catalyst is ClCCl. The product is [Br:6][C:7]1[CH:12]=[CH:11][C:10]([CH2:13][Cl:5])=[C:9]([CH3:15])[CH:8]=1. The yield is 0.860. (3) The reactants are [CH2:1]([O:8][C:9]([NH:11][C:12]([C:34](=[O:36])[NH2:35])([CH2:20][C:21]([O:23][CH:24]1[CH:29]([CH:30]([CH3:32])[CH3:31])[CH2:28][CH2:27][CH:26]([CH3:33])[CH2:25]1)=[O:22])[C:13]([O:15][C:16]([CH3:19])([CH3:18])[CH3:17])=[O:14])=[O:10])[C:2]1[CH:7]=[CH:6][CH:5]=[CH:4][CH:3]=1. The catalyst is CC(C)=O. The product is [CH2:1]([O:8][C:9]([NH:11][C@@:12]([C:34](=[O:36])[NH2:35])([CH2:20][C:21]([O:23][CH:24]1[CH:29]([CH:30]([CH3:31])[CH3:32])[CH2:28][CH2:27][CH:26]([CH3:33])[CH2:25]1)=[O:22])[C:13]([O:15][C:16]([CH3:18])([CH3:17])[CH3:19])=[O:14])=[O:10])[C:2]1[CH:7]=[CH:6][CH:5]=[CH:4][CH:3]=1. The yield is 0.0880. (4) The reactants are [CH2:1]([O:8][C@@H:9]1[CH2:31][C@@H:30]2[C@:25]([CH3:39])([CH2:26][CH2:27][C@H:28]([O:32][CH:33]3[CH2:38][CH2:37][CH2:36][CH2:35][O:34]3)[CH2:29]2)[C@@H:24]2[C@@H:10]1[C@H:11]1[C@:21]([CH3:40])([CH2:22][CH2:23]2)[C@@H:14]([C@H:15]([CH3:20])[CH2:16][CH2:17][CH:18]=[O:19])[CH2:13][CH2:12]1)[C:2]1[CH:7]=[CH:6][CH:5]=[CH:4][CH:3]=1.[CH:41]([Mg]Cl)([CH3:43])[CH3:42]. The catalyst is C1COCC1. The product is [CH2:1]([O:8][C@@H:9]1[CH2:31][CH:30]2[C@:25]([CH3:39])([CH2:26][CH2:27][C@H:28]([O:32][CH:33]3[CH2:38][CH2:37][CH2:36][CH2:35][O:34]3)[CH2:29]2)[C@@H:24]2[C@@H:10]1[C@H:11]1[C@:21]([CH3:40])([CH2:22][CH2:23]2)[C@@H:14]([C@H:15]([CH3:20])[CH2:16][CH2:17][CH:18]([OH:19])[CH:41]([CH3:43])[CH3:42])[CH2:13][CH2:12]1)[C:2]1[CH:3]=[CH:4][CH:5]=[CH:6][CH:7]=1. The yield is 0.770. (5) The product is [CH2:1]([C:9]1[CH:10]=[CH:11][C:12]2[N:13]=[C:16]([NH2:17])[S:18][C:14]=2[CH:15]=1)[CH2:2][CH2:3][CH2:4][CH2:5][CH2:6][CH2:7][CH3:8]. The catalyst is CC(O)=O. The reactants are [CH2:1]([C:9]1[CH:15]=[CH:14][C:12]([NH2:13])=[CH:11][CH:10]=1)[CH2:2][CH2:3][CH2:4][CH2:5][CH2:6][CH2:7][CH3:8].[C:16]([S-:18])#[N:17].[K+].BrBr.O. The yield is 0.700. (6) The product is [CH3:21][O:22][C:23](=[O:28])[CH2:24][CH2:25][CH2:26][N:14]1[CH2:15][CH2:16][C@@H:12]([O:11][C:10]2[CH:17]=[CH:18][C:7]([O:6][C:5]3[CH:19]=[CH:20][C:2]([Cl:1])=[CH:3][CH:4]=3)=[CH:8][CH:9]=2)[CH2:13]1. The reactants are [Cl:1][C:2]1[CH:20]=[CH:19][C:5]([O:6][C:7]2[CH:18]=[CH:17][C:10]([O:11][C@@H:12]3[CH2:16][CH2:15][NH:14][CH2:13]3)=[CH:9][CH:8]=2)=[CH:4][CH:3]=1.[CH3:21][O:22][C:23](=[O:28])[CH2:24][CH2:25][CH2:26]Br.C(=O)([O-])[O-].[K+].[K+]. The yield is 0.210. The catalyst is CN(C)C=O. (7) The reactants are [CH3:1][O-].[Na+].[N:4]#[C:5][NH2:6].[Cl:7][C:8]1[CH:13]=[C:12]([N:14]=[C:15]=[S:16])[CH:11]=[C:10]([Cl:17])[C:9]=1[C:18]1[CH:23]=[CH:22][CH:21]=[CH:20][CH:19]=1.CI. The catalyst is CO. The product is [C:5](/[N:6]=[C:15](\[S:16][CH3:1])/[NH:14][C:12]1[CH:13]=[C:8]([Cl:7])[C:9]([C:18]2[CH:19]=[CH:20][CH:21]=[CH:22][CH:23]=2)=[C:10]([Cl:17])[CH:11]=1)#[N:4]. The yield is 0.380.